This data is from Catalyst prediction with 721,799 reactions and 888 catalyst types from USPTO. The task is: Predict which catalyst facilitates the given reaction. (1) Reactant: [Cl:1][C:2]1[N:7]=[CH:6][C:5]([NH:8][CH3:9])=[C:4]([C:10]2[CH:15]=[CH:14][CH:13]=[CH:12][C:11]=2[Cl:16])[CH:3]=1.[Cl:17][C:18]1[CH:19]=[C:20]([C:25]([CH3:30])([CH3:29])[C:26](Cl)=[O:27])[CH:21]=[C:22]([Cl:24])[CH:23]=1.C1(C)C=CC=CC=1. Product: [Cl:1][C:2]1[N:7]=[CH:6][C:5]([N:8]([CH3:9])[C:26](=[O:27])[C:25]([C:20]2[CH:19]=[C:18]([Cl:17])[CH:23]=[C:22]([Cl:24])[CH:21]=2)([CH3:30])[CH3:29])=[C:4]([C:10]2[CH:15]=[CH:14][CH:13]=[CH:12][C:11]=2[Cl:16])[CH:3]=1. The catalyst class is: 250. (2) Reactant: [Cl:1][C:2]1[N:3]=[CH:4][C:5]2[C:10]([CH:11]=1)=[C:9]([C:12]1[CH:13]=[N:14][NH:15][CH:16]=1)[CH:8]=[CH:7][CH:6]=2.Cl.Cl[CH2:19][CH2:20][N:21]([CH3:23])[CH3:22].C([O-])([O-])=O.[K+].[K+]. Product: [Cl:1][C:2]1[N:3]=[CH:4][C:5]2[C:10]([CH:11]=1)=[C:9]([C:12]1[CH:16]=[N:15][N:14]([CH2:19][CH2:20][N:21]([CH3:23])[CH3:22])[CH:13]=1)[CH:8]=[CH:7][CH:6]=2. The catalyst class is: 31. (3) Reactant: C(N(CC)CC)C.Cl.[NH2:9][CH:10]([C:16]([O:18][CH2:19][CH3:20])=[O:17])[C:11]([O:13][CH2:14][CH3:15])=[O:12].[CH3:21][C:22]([CH3:28])([CH3:27])[CH2:23][C:24](Cl)=[O:25].O. Product: [CH2:19]([O:18][C:16](=[O:17])[CH:10]([NH:9][C:24](=[O:25])[CH2:23][C:22]([CH3:28])([CH3:27])[CH3:21])[C:11]([O:13][CH2:14][CH3:15])=[O:12])[CH3:20]. The catalyst class is: 4. (4) Reactant: [C:1]([N:4]1[CH2:9][CH2:8][CH:7]([C:10]([OH:12])=O)[CH2:6][CH2:5]1)(=[O:3])[CH3:2].S(Cl)(Cl)=O.[F:17][C:18]1[CH:23]=[CH:22][CH:21]=[C:20]([F:24])[CH:19]=1.[Cl-].[Al+3].[Cl-].[Cl-].Cl. Product: [F:17][C:18]1[CH:19]=[C:20]([F:24])[CH:21]=[CH:22][C:23]=1[C:10]([CH:7]1[CH2:6][CH2:5][N:4]([C:1](=[O:3])[CH3:2])[CH2:9][CH2:8]1)=[O:12]. The catalyst class is: 68.